Dataset: NCI-60 drug combinations with 297,098 pairs across 59 cell lines. Task: Regression. Given two drug SMILES strings and cell line genomic features, predict the synergy score measuring deviation from expected non-interaction effect. Drug 1: CN1CCC(CC1)COC2=C(C=C3C(=C2)N=CN=C3NC4=C(C=C(C=C4)Br)F)OC. Drug 2: CC1C(C(CC(O1)OC2CC(OC(C2O)C)OC3=CC4=CC5=C(C(=O)C(C(C5)C(C(=O)C(C(C)O)O)OC)OC6CC(C(C(O6)C)O)OC7CC(C(C(O7)C)O)OC8CC(C(C(O8)C)O)(C)O)C(=C4C(=C3C)O)O)O)O. Cell line: M14. Synergy scores: CSS=8.99, Synergy_ZIP=20.6, Synergy_Bliss=25.9, Synergy_Loewe=23.4, Synergy_HSA=23.0.